This data is from Full USPTO retrosynthesis dataset with 1.9M reactions from patents (1976-2016). The task is: Predict the reactants needed to synthesize the given product. (1) Given the product [C:1]12([NH:11][C:12]([C:14]3[N:15]=[C:16]([O:30][C:24]4[CH:29]=[CH:28][CH:27]=[CH:26][CH:25]=4)[N:17]4[CH:22]=[CH:21][CH:20]=[CH:19][C:18]=34)=[O:13])[CH2:10][CH:5]3[CH2:6][CH:7]([CH2:9][CH:3]([CH2:4]3)[CH2:2]1)[CH2:8]2, predict the reactants needed to synthesize it. The reactants are: [C:1]12([NH:11][C:12]([C:14]3[N:15]=[C:16](Br)[N:17]4[CH:22]=[CH:21][CH:20]=[CH:19][C:18]=34)=[O:13])[CH2:10][CH:5]3[CH2:6][CH:7]([CH2:9][CH:3]([CH2:4]3)[CH2:2]1)[CH2:8]2.[C:24]1([OH:30])[CH:29]=[CH:28][CH:27]=[CH:26][CH:25]=1.Cl.CN(C)CC(O)=O.C([O-])([O-])=O.[Cs+].[Cs+]. (2) Given the product [CH2:8]([NH:12][C:13]1[N:21]=[C:20]2[C:16]([N:17]=[C:18]([O:22][CH3:23])[N:19]2[CH2:32][CH2:33][CH:34]2[CH2:38][CH2:37][O:36][CH2:35]2)=[C:15]([NH2:24])[N:14]=1)[CH2:9][CH2:10][CH3:11], predict the reactants needed to synthesize it. The reactants are: FC(F)(F)C(O)=O.[CH2:8]([NH:12][C:13]1[N:21]=[C:20]2[C:16]([N:17]=[C:18]([O:22][CH3:23])[NH:19]2)=[C:15]([NH2:24])[N:14]=1)[CH2:9][CH2:10][CH3:11].C(=O)([O-])[O-].[K+].[K+].Br[CH2:32][CH2:33][CH:34]1[CH2:38][CH2:37][O:36][CH2:35]1. (3) Given the product [CH2:17]([O:9][C:8](=[O:10])[C:7]1[C:2]([Br:1])=[C:3]([Br:11])[CH:4]=[N:5][CH:6]=1)[CH3:18], predict the reactants needed to synthesize it. The reactants are: [Br:1][C:2]1[C:7]([C:8]([OH:10])=[O:9])=[CH:6][N:5]=[CH:4][C:3]=1[Br:11].C(N1C=CN=C1)(N1[CH:18]=[CH:17]N=C1)=O.C(O)C.